From a dataset of Forward reaction prediction with 1.9M reactions from USPTO patents (1976-2016). Predict the product of the given reaction. (1) Given the reactants [H-].[Na+].[Br:3][C:4]1[C:12]2[C:7](=[N:8][CH:9]=[CH:10][CH:11]=2)[NH:6][CH:5]=1.[C:13]1([S:19](Cl)(=[O:21])=[O:20])[CH:18]=[CH:17][CH:16]=[CH:15][CH:14]=1, predict the reaction product. The product is: [Br:3][C:4]1[C:12]2[C:7](=[N:8][CH:9]=[CH:10][CH:11]=2)[N:6]([S:19]([C:13]2[CH:18]=[CH:17][CH:16]=[CH:15][CH:14]=2)(=[O:21])=[O:20])[CH:5]=1. (2) Given the reactants [Cl:1][C:2]1[CH:3]=[CH:4][C:5]([O:27][CH2:28][C:29]2[CH:34]=[CH:33][CH:32]=[CH:31][CH:30]=2)=[C:6]([CH2:8][C:9]2[O:10][CH:11]=[C:12]([C:14]3[NH:18][C:17]4[CH:19]=[CH:20][C:21]([C:23](OC)=[O:24])=[CH:22][C:16]=4[N:15]=3)[N:13]=2)[CH:7]=1.[H-].[Al+3].[Li+].[H-].[H-].[H-], predict the reaction product. The product is: [Cl:1][C:2]1[CH:3]=[CH:4][C:5]([O:27][CH2:28][C:29]2[CH:30]=[CH:31][CH:32]=[CH:33][CH:34]=2)=[C:6]([CH2:8][C:9]2[O:10][CH:11]=[C:12]([C:14]3[NH:18][C:17]4[CH:19]=[CH:20][C:21]([CH2:23][OH:24])=[CH:22][C:16]=4[N:15]=3)[N:13]=2)[CH:7]=1. (3) Given the reactants C1(P(C2C=CC=CC=2)C2C=CC=CC=2)C=CC=CC=1.[C:20]([Br:24])(Br)(Br)[Br:21].[CH3:25][O:26][C:27]1[CH:32]=[CH:31][N:30]=[CH:29][C:28]=1[CH:33]=O, predict the reaction product. The product is: [Br:21][C:20]([Br:24])=[CH:33][C:28]1[CH:29]=[N:30][CH:31]=[CH:32][C:27]=1[O:26][CH3:25]. (4) The product is: [O:1]([C:3]1[CH:4]=[C:5]2[C:13](=[O:14])[O:15][C:8](=[O:10])[CH2:7][C:6]2=[CH:11][CH:12]=1)[CH3:2]. Given the reactants [O:1]([C:3]1[CH:4]=[C:5]([C:13]([OH:15])=[O:14])[C:6](=[CH:11][CH:12]=1)[CH2:7][C:8]([OH:10])=O)[CH3:2].C(OC(=O)C)(=O)C, predict the reaction product.